Dataset: Reaction yield outcomes from USPTO patents with 853,638 reactions. Task: Predict the reaction yield, written as a fraction of the theoretical maximum amount of product (1.0 means a 100% yield; for example, 0.34 means a 34% yield). (1) The reactants are [N+:1]([O-:4])([O-])=O.[Ce+4].[NH4+].[N+]([O-])([O-])=O.[N+]([O-])([O-])=O.[N+]([O-])([O-])=O.[N+]([O-])([O-])=O.[CH2:23]([O:25][C:26](=[O:49])[C:27]1[CH:32]=[CH:31][C:30]([CH2:33][C:34]2ON=[C:36]([CH2:39][O:40]C3C=CC(OC)=CC=3)[N:35]=2)=[CH:29][CH:28]=1)[CH3:24].[Na].C(OCC)(=O)C. The catalyst is C(#N)C.O. The product is [CH2:23]([O:25][C:26](=[O:49])[C:27]1[CH:32]=[CH:31][C:30]([CH2:33][C:34]2[O:4][N:1]=[C:36]([CH2:39][OH:40])[N:35]=2)=[CH:29][CH:28]=1)[CH3:24]. The yield is 0.810. (2) The product is [CH2:1]([N:8]1[CH2:13][CH2:12][CH:11]([CH2:14][CH2:15][N:16]2[CH2:25][C:20]3=[C:21]([CH3:23])[N:22]=[C:18]([CH3:17])[N:19]3[C:26]2=[O:28])[CH2:10][CH2:9]1)[C:2]1[CH:7]=[CH:6][CH:5]=[CH:4][CH:3]=1. The reactants are [CH2:1]([N:8]1[CH2:13][CH2:12][CH:11]([CH2:14][CH2:15][NH2:16])[CH2:10][CH2:9]1)[C:2]1[CH:7]=[CH:6][CH:5]=[CH:4][CH:3]=1.[CH3:17][C:18]1[NH:19][C:20]([CH3:25])=[C:21]([CH:23]=O)[N:22]=1.[C:26](O)(=[O:28])C.C(O[BH-](OC(=O)C)OC(=O)C)(=O)C.[Na+]. The catalyst is ClCCCl. The yield is 0.320.